From a dataset of Catalyst prediction with 721,799 reactions and 888 catalyst types from USPTO. Predict which catalyst facilitates the given reaction. (1) Reactant: Cl[C:2]1[CH:11]=[CH:10][C:9]2[C:4](=[CH:5][C:6]([CH3:14])=[C:7]([C:12]#[N:13])[CH:8]=2)[N:3]=1.CC1(C)C2C(=C(P(C3C=CC=CC=3)C3C=CC=CC=3)C=CC=2)OC2C(P(C3C=CC=CC=3)C3C=CC=CC=3)=CC=CC1=2.C(=O)([O-])[O-].[Cs+].[Cs+].[O:63]=[C:64]1[NH:69][CH2:68][CH2:67][N:66]([C:70]([O:72][C:73]([CH3:76])([CH3:75])[CH3:74])=[O:71])[CH2:65]1. Product: [C:12]([C:7]1[CH:8]=[C:9]2[C:4](=[CH:5][C:6]=1[CH3:14])[N:3]=[C:2]([N:69]1[CH2:68][CH2:67][N:66]([C:70]([O:72][C:73]([CH3:75])([CH3:74])[CH3:76])=[O:71])[CH2:65][C:64]1=[O:63])[CH:11]=[CH:10]2)#[N:13]. The catalyst class is: 110. (2) Reactant: Br[C:2]1[C:3]([O:18][CH3:19])=[C:4]2[C:8](=[CH:9][CH:10]=1)[NH:7][N:6]=[C:5]2[C:11]1[CH:16]=[CH:15][CH:14]=[C:13]([F:17])[CH:12]=1.C([Li])CCC.[C:25](=[O:27])=[O:26].[Cl-].[NH4+]. Product: [F:17][C:13]1[CH:12]=[C:11]([C:5]2[C:4]3[C:8](=[CH:9][CH:10]=[C:2]([C:25]([OH:27])=[O:26])[C:3]=3[O:18][CH3:19])[NH:7][N:6]=2)[CH:16]=[CH:15][CH:14]=1. The catalyst class is: 188. (3) Reactant: [CH3:1][C:2]1[CH:10]=[CH:9][C:5]([C:6]([OH:8])=O)=[C:4]([O:11][CH3:12])[CH:3]=1.CN(C(ON1N=NC2C=CC=NC1=2)=[N+](C)C)C.F[P-](F)(F)(F)(F)F.CCN(C(C)C)C(C)C.[NH:46]1[C:54]2[C:49](=[C:50]([C:55]3[CH:56]=[C:57]([NH2:64])[C:58]4[CH:59]=[N:60][NH:61][C:62]=4[CH:63]=3)[CH:51]=[CH:52][CH:53]=2)[CH:48]=[CH:47]1. Product: [NH:46]1[C:54]2[C:49](=[C:50]([C:55]3[CH:63]=[C:62]4[C:58]([CH:59]=[N:60][NH:61]4)=[C:57]([NH:64][C:6](=[O:8])[C:5]4[CH:9]=[CH:10][C:2]([CH3:1])=[CH:3][C:4]=4[O:11][CH3:12])[CH:56]=3)[CH:51]=[CH:52][CH:53]=2)[CH:48]=[CH:47]1. The catalyst class is: 3. (4) Reactant: [F:1][C:2]1[CH:3]=[C:4]([OH:11])[CH:5]=[CH:6][C:7]=1[N+:8]([O-:10])=[O:9].[CH2:12](Br)[C:13]1[CH:18]=[CH:17][CH:16]=[CH:15][CH:14]=1.C(=O)([O-])[O-].[K+].[K+].O. Product: [CH2:12]([O:11][C:4]1[CH:5]=[CH:6][C:7]([N+:8]([O-:10])=[O:9])=[C:2]([F:1])[CH:3]=1)[C:13]1[CH:18]=[CH:17][CH:16]=[CH:15][CH:14]=1. The catalyst class is: 711.